This data is from Catalyst prediction with 721,799 reactions and 888 catalyst types from USPTO. The task is: Predict which catalyst facilitates the given reaction. (1) Reactant: [NH2:1][C:2]1[CH:7]=[CH:6][C:5]([Cl:8])=[CH:4][C:3]=1[O:9][CH3:10].[S:11]1[CH:15]=[CH:14][CH:13]=[C:12]1[S:16](Cl)(=[O:18])=[O:17].N1C=CC=CC=1. Product: [Cl:8][C:5]1[CH:6]=[CH:7][C:2]([NH:1][S:16]([C:12]2[S:11][CH:15]=[CH:14][CH:13]=2)(=[O:18])=[O:17])=[C:3]([O:9][CH3:10])[CH:4]=1. The catalyst class is: 2. (2) Reactant: FC1C=CC(N2[C:11](=[O:12])[C@H:10]([S:13][CH2:14][C:15]([C:17]3[CH:22]=[CH:21][C:20]([F:23])=[CH:19][CH:18]=3)=[O:16])[C@H:9]2[C:24]2[CH:42]=[CH:41][C:27]([O:28][CH2:29][C:30]([NH:32][CH2:33][C:34]([NH:36][CH2:37][C:38]([OH:40])=O)=[O:35])=[O:31])=[CH:26][CH:25]=2)=CC=1.CN1CCOCC1.CN(C(ON1N=[N:65][C:60]2[CH:61]=[CH:62][CH:63]=[CH:64][C:59]1=2)=[N+](C)C)C.[B-](F)(F)(F)[F:68].[CH2:72]([NH:74][CH2:75][C:76]([OH:78])=[O:77])[CH3:73].[BH4-].[Na+]. Product: [F:68][C:63]1[CH:64]=[CH:59][C:60]([N:65]2[C:11](=[O:12])[C@H:10]([S:13][CH2:14][CH:15]([C:17]3[CH:22]=[CH:21][C:20]([F:23])=[CH:19][CH:18]=3)[OH:16])[C@H:9]2[C:24]2[CH:42]=[CH:41][C:27]([O:28][CH2:29][C:30]([NH:32][CH2:33][C:34]([NH:36][CH2:37][C:38]([N:74]([CH2:72][CH3:73])[CH2:75][C:76]([OH:78])=[O:77])=[O:40])=[O:35])=[O:31])=[CH:26][CH:25]=2)=[CH:61][CH:62]=1. The catalyst class is: 3. (3) The catalyst class is: 13. Product: [CH2:1]([O:3][C:4](=[O:27])[CH2:5][N:6]1[C:14]2[C:9](=[C:10]([Br:15])[CH:11]=[CH:12][CH:13]=2)[CH:8]([C:17]2[CH:22]=[C:21]([F:23])[C:20]([F:24])=[CH:19][C:18]=2[OH:25])[C:7]1=[O:26])[CH3:2]. Reactant: [CH2:1]([O:3][C:4](=[O:27])[CH2:5][N:6]1[C:14]2[C:9](=[C:10]([Br:15])[CH:11]=[CH:12][CH:13]=2)[C:8]([C:17]2[CH:22]=[C:21]([F:23])[C:20]([F:24])=[CH:19][C:18]=2[OH:25])(O)[C:7]1=[O:26])[CH3:2].C([SiH](CC)CC)C.FC(F)(F)C(O)=O. (4) Product: [CH2:24]([N:25]1[CH:33]=[C:32]2[C:27]([CH:28]=[CH:29][CH:30]=[CH:31]2)=[N:26]1)[CH2:23][C:22]#[CH:21]. Reactant: CCCC[N+](CCCC)(CCCC)CCCC.[F-].C[Si](C)(C)[C:21]#[C:22][CH2:23][CH2:24][N:25]1[CH:33]=[C:32]2[C:27]([CH:28]=[CH:29][CH:30]=[CH:31]2)=[N:26]1.C[Si](C)(C)C#CCCN1C2C(=CC=CC=2)C=N1.C(N1C2C(=CC=CC=2)C=N1)CC#C. The catalyst class is: 20. (5) Product: [F:28][C:25]1[CH:24]=[CH:23][C:22]([N:21]2[C:17]([C:11]3[CH:12]=[CH:13][C:14]([O:15][CH3:16])=[C:9]([OH:8])[CH:10]=3)=[CH:18][CH:19]=[N:20]2)=[CH:27][CH:26]=1. Reactant: C([O:8][C:9]1[CH:10]=[C:11]([C:17]2[N:21]([C:22]3[CH:27]=[CH:26][C:25]([F:28])=[CH:24][CH:23]=3)[N:20]=[CH:19][CH:18]=2)[CH:12]=[CH:13][C:14]=1[O:15][CH3:16])C1C=CC=CC=1. The catalyst class is: 8. (6) Reactant: [OH:1][C:2]1[CH:11]=[CH:10][C:9]([N+:12]([O-:14])=[O:13])=[CH:8][C:3]=1[C:4]([O:6][CH3:7])=[O:5].[Cl:15][C:16]1[CH:21]=[CH:20][CH:19]=[CH:18][C:17]=1[CH:22]([C:24]1[CH:29]=[CH:28][C:27]([C:30]([F:33])([F:32])[F:31])=[CH:26][CH:25]=1)O.C1(C)C=CC=CC=1.C1(P(C2C=CC=CC=2)C2C=CC=CC=2)C=CC=CC=1. Product: [Cl:15][C:16]1[CH:21]=[CH:20][CH:19]=[CH:18][C:17]=1[CH:22]([C:24]1[CH:29]=[CH:28][C:27]([C:30]([F:31])([F:32])[F:33])=[CH:26][CH:25]=1)[O:1][C:2]1[CH:11]=[CH:10][C:9]([N+:12]([O-:14])=[O:13])=[CH:8][C:3]=1[C:4]([O:6][CH3:7])=[O:5]. The catalyst class is: 10. (7) Reactant: C[O:2][C:3](=[O:44])[CH:4]([NH:8][S:9]([C:12]1[CH:17]=[CH:16][C:15]([C:18]2[CH:23]=[CH:22][C:21]([CH2:24][O:25][C:26]3[C:35]4[C:30](=[C:31]([C:36]([F:39])([F:38])[F:37])[CH:32]=[CH:33][CH:34]=4)[N:29]=[C:28]([C:40]([F:43])([F:42])[F:41])[CH:27]=3)=[CH:20][CH:19]=2)=[CH:14][CH:13]=1)(=[O:11])=[O:10])[CH:5]([CH3:7])[CH3:6].CO.[OH-].[Na+]. Product: [F:43][C:40]([F:41])([F:42])[C:28]1[CH:27]=[C:26]([O:25][CH2:24][C:21]2[CH:22]=[CH:23][C:18]([C:15]3[CH:14]=[CH:13][C:12]([S:9]([NH:8][CH:4]([CH:5]([CH3:7])[CH3:6])[C:3]([OH:44])=[O:2])(=[O:11])=[O:10])=[CH:17][CH:16]=3)=[CH:19][CH:20]=2)[C:35]2[C:30](=[C:31]([C:36]([F:37])([F:38])[F:39])[CH:32]=[CH:33][CH:34]=2)[N:29]=1. The catalyst class is: 1.